From a dataset of Full USPTO retrosynthesis dataset with 1.9M reactions from patents (1976-2016). Predict the reactants needed to synthesize the given product. (1) Given the product [CH2:15]([O:17][C:18]([C:20]1[N:21]=[C:22]2[CH2:27][N:26]([CH3:1])[CH2:25][CH2:24][N:23]2[CH:28]=1)=[O:19])[CH3:16], predict the reactants needed to synthesize it. The reactants are: [CH3:1]CN(CC)CC.C=O.[BH3-]C#N.[Na+].Cl.[CH2:15]([O:17][C:18]([C:20]1[N:21]=[C:22]2[CH2:27][NH:26][CH2:25][CH2:24][N:23]2[CH:28]=1)=[O:19])[CH3:16]. (2) Given the product [CH2:30]([C:4]1[CH:5]=[CH:6][C:7]([F:25])=[C:8]([N:10]([CH2:19][C:20]2[CH:24]=[CH:23][NH:22][N:21]=2)[C:11]2[CH:12]=[CH:13][C:14]([C:15]#[N:16])=[CH:17][CH:18]=2)[CH:9]=1)[CH3:31], predict the reactants needed to synthesize it. The reactants are: C(O[C:4]1[CH:5]=[C:6](OC(C)C)[C:7]([F:25])=[C:8]([N:10]([CH2:19][C:20]2[CH:24]=[CH:23][NH:22][N:21]=2)[C:11]2[CH:18]=[CH:17][C:14]([C:15]#[N:16])=[CH:13][CH:12]=2)[CH:9]=1)C.[CH2:30](C1C=CC(F)=C(C=1)C=CC1C=CC(C#N)=CC=1)[CH3:31].C(OC(N1C=CC=N1)(OCC)C)C.